This data is from Catalyst prediction with 721,799 reactions and 888 catalyst types from USPTO. The task is: Predict which catalyst facilitates the given reaction. (1) Reactant: Cl.[CH3:2][S:3]([C:6]1[CH:11]=[CH:10][C:9]([C:12]2[CH:13]=[CH:14][C:15]([CH2:18][O:19][CH:20]3[CH2:25][CH2:24][N:23]([C:26]([O:28][C:29]([CH3:32])(C)[CH3:30])=[O:27])[CH2:22][CH2:21]3)=[N:16][CH:17]=2)=[CH:8][CH:7]=1)(=[O:5])=[O:4].C(N(CC)CC)C.C(Cl)(O[C:43]([O:45][C:46]1[CH:51]=[CH:51][C:46]([O:45][CH3:43])=[CH:47][CH:47]=1)=O)=O. Product: [CH3:2][S:3]([C:6]1[CH:7]=[CH:8][C:9]([C:12]2[CH:13]=[CH:14][C:15]([CH2:18][O:19][CH:20]3[CH2:25][CH2:24][N:23]([C:26]([O:28][C:29]4[CH:32]=[CH:51][C:46]([O:45][CH3:43])=[CH:47][CH:30]=4)=[O:27])[CH2:22][CH2:21]3)=[N:16][CH:17]=2)=[CH:10][CH:11]=1)(=[O:4])=[O:5]. The catalyst class is: 2. (2) Reactant: [C:1]([O:5][C:6]([N:8]1[CH2:12][CH2:11][CH2:10][CH:9]1[C:13](=[O:23])[NH:14][C:15]1[CH:20]=[CH:19][C:18](Br)=[CH:17][C:16]=1[F:22])=[O:7])([CH3:4])([CH3:3])[CH3:2].[CH3:24][S:25][C:26]1[CH:31]=[CH:30][CH:29]=[CH:28][C:27]=1B(O)O.C([O-])([O-])=O.[Na+].[Na+]. Product: [C:1]([O:5][C:6]([N:8]1[CH2:12][CH2:11][CH2:10][CH:9]1[C:13](=[O:23])[NH:14][C:15]1[CH:20]=[CH:19][C:18]([C:27]2[CH:28]=[CH:29][CH:30]=[CH:31][C:26]=2[S:25][CH3:24])=[CH:17][C:16]=1[F:22])=[O:7])([CH3:4])([CH3:3])[CH3:2]. The catalyst class is: 596. (3) Reactant: [Cl:1]N1C(=O)CCC1=O.[C:9]([O:13][C:14](=[O:26])[NH:15][C:16]1[CH:21]=[CH:20][CH:19]=[C:18]([CH2:22][CH2:23][CH:24]=[O:25])[CH:17]=1)([CH3:12])([CH3:11])[CH3:10].N1CCC[C@@H]1C(O)=O. Product: [C:9]([O:13][C:14](=[O:26])[NH:15][C:16]1[CH:21]=[CH:20][CH:19]=[C:18]([CH2:22][CH:23]([Cl:1])[CH:24]=[O:25])[CH:17]=1)([CH3:12])([CH3:10])[CH3:11]. The catalyst class is: 2. (4) Reactant: [Cl:1][C:2]1[C:3]([C:24]([F:27])([F:26])[F:25])=[CH:4][C:5]([O:22][CH3:23])=[C:6]([C:8]2[C:17]3[C:12](=[CH:13][C:14]([S:18](F)(=[O:20])=[O:19])=[CH:15][CH:16]=3)[N:11]=[CH:10][N:9]=2)[CH:7]=1.[NH2:28][C:29]1[CH:33]=[CH:32][O:31][N:30]=1.[Li+].C[Si]([N-][Si](C)(C)C)(C)C.O1CCOCC1. Product: [Cl:1][C:2]1[C:3]([C:24]([F:27])([F:26])[F:25])=[CH:4][C:5]([O:22][CH3:23])=[C:6]([C:8]2[C:17]3[C:12](=[CH:13][C:14]([S:18]([NH:28][C:29]4[CH:33]=[CH:32][O:31][N:30]=4)(=[O:20])=[O:19])=[CH:15][CH:16]=3)[N:11]=[CH:10][N:9]=2)[CH:7]=1. The catalyst class is: 1. (5) Reactant: [NH2:1][C:2]1[C:3]([C:12]([C:14]2[CH:19]=[CH:18][C:17]([F:20])=[C:16]([CH:21]3[O:25][CH2:24][CH2:23][O:22]3)[CH:15]=2)=O)=[CH:4][CH:5]=[C:6]2[C:11]=1[N:10]=[CH:9][CH:8]=[CH:7]2.[CH3:26][NH:27][S:28](Cl)(=[O:30])=[O:29].[BH4-].[Na+]. Product: [O:22]1[CH2:23][CH2:24][O:25][CH:21]1[C:16]1[CH:15]=[C:14]([CH:12]2[C:3]3[CH:4]=[CH:5][C:6]4[C:11](=[N:10][CH:9]=[CH:8][CH:7]=4)[C:2]=3[NH:1][S:28](=[O:30])(=[O:29])[N:27]2[CH3:26])[CH:19]=[CH:18][C:17]=1[F:20]. The catalyst class is: 17. (6) Reactant: [Br:1][C:2]1[CH:10]=[CH:9][CH:8]=[C:7]([Cl:11])[C:3]=1[C:4]([OH:6])=[O:5].[C:12](=O)([O-])[O-].[K+].[K+].CI. Product: [Br:1][C:2]1[CH:10]=[CH:9][CH:8]=[C:7]([Cl:11])[C:3]=1[C:4]([O:6][CH3:12])=[O:5]. The catalyst class is: 35. (7) Reactant: [NH2:1][C:2]1[N:3]([CH:22]([CH3:24])[CH3:23])[C:4](=[O:21])[C:5]2[C:10]([C:11]3[C:16]([CH3:17])=[CH:15][C:14]([CH3:18])=[CH:13][C:12]=3[CH3:19])=[CH:9][N:8]([CH3:20])[C:6]=2[N:7]=1.CN(C)C=O.[H-].[Na+].[CH2:32](I)[CH2:33][CH3:34]. Product: [CH:22]([N:3]1[C:4](=[O:21])[C:5]2[C:10]([C:11]3[C:16]([CH3:17])=[CH:15][C:14]([CH3:18])=[CH:13][C:12]=3[CH3:19])=[CH:9][N:8]([CH3:20])[C:6]=2[N:7]=[C:2]1[NH:1][CH2:32][CH2:33][CH3:34])([CH3:24])[CH3:23]. The catalyst class is: 6.